This data is from Catalyst prediction with 721,799 reactions and 888 catalyst types from USPTO. The task is: Predict which catalyst facilitates the given reaction. (1) Reactant: [OH:1][C:2]1[CH:9]=[CH:8][C:5]([CH:6]=[O:7])=[CH:4][C:3]=1[F:10].C(=O)([O-])[O-].[K+].[K+].[CH2:17](Br)[C:18]1[CH:23]=[CH:22][CH:21]=[CH:20][CH:19]=1. Product: [CH2:17]([O:1][C:2]1[CH:9]=[CH:8][C:5]([CH:6]=[O:7])=[CH:4][C:3]=1[F:10])[C:18]1[CH:23]=[CH:22][CH:21]=[CH:20][CH:19]=1. The catalyst class is: 3. (2) Reactant: CO.[Cl:3][C:4]1[CH:9]=[CH:8][C:7]([CH:10]2[C:14]3[N:15]([CH3:21])[N:16]=[C:17]([CH:18]4[CH2:20][CH2:19]4)[C:13]=3[C:12](=[O:22])[N:11]2[C:23]2[CH:24]=[C:25]([CH3:33])[C:26]3[N:27]([C:29]([CH3:32])=[N:30][N:31]=3)[CH:28]=2)=[CH:6][CH:5]=1. Product: [Cl:3][C:4]1[CH:5]=[CH:6][C:7]([C@H:10]2[C:14]3[N:15]([CH3:21])[N:16]=[C:17]([CH:18]4[CH2:20][CH2:19]4)[C:13]=3[C:12](=[O:22])[N:11]2[C:23]2[CH:24]=[C:25]([CH3:33])[C:26]3[N:27]([C:29]([CH3:32])=[N:30][N:31]=3)[CH:28]=2)=[CH:8][CH:9]=1. The catalyst class is: 28. (3) Reactant: [CH:1]1([CH2:6][C@@H:7]([C:20]([NH:22][NH:23][C:24]2[C:29]([F:30])=[C:28]([N:31]3[CH2:36][CH2:35][N:34]([CH3:37])[CH2:33][C@H:32]3[CH3:38])[N:27]=[C:26]([CH3:39])[N:25]=2)=[O:21])[CH2:8][N:9]([O:12]CC2C=CC=CC=2)[CH:10]=[O:11])[CH2:5][CH2:4][CH2:3][CH2:2]1. Product: [CH:1]1([CH2:6][C@@H:7]([C:20]([NH:22][NH:23][C:24]2[C:29]([F:30])=[C:28]([N:31]3[CH2:36][CH2:35][N:34]([CH3:37])[CH2:33][C@H:32]3[CH3:38])[N:27]=[C:26]([CH3:39])[N:25]=2)=[O:21])[CH2:8][N:9]([OH:12])[CH:10]=[O:11])[CH2:5][CH2:4][CH2:3][CH2:2]1. The catalyst class is: 19. (4) Reactant: Cl.Cl.[F:3][C:4]1[CH:5]=[C:6]([CH:9]=[CH:10][C:11]=1[O:12][CH2:13][CH2:14][N:15]1[CH2:22][CH:21]2[O:23][CH:17]([CH2:18][NH:19][CH2:20]2)[CH2:16]1)[C:7]#[N:8].[C:24]([O:28][C:29](=[O:35])[NH:30][CH2:31][CH2:32][CH2:33]Br)([CH3:27])([CH3:26])[CH3:25].C(=O)([O-])[O-].[K+].[K+]. Product: [C:24]([O:28][C:29](=[O:35])[NH:30][CH2:31][CH2:32][CH2:33][N:19]1[CH2:20][CH:21]2[O:23][CH:17]([CH2:16][N:15]([CH2:14][CH2:13][O:12][C:11]3[CH:10]=[CH:9][C:6]([C:7]#[N:8])=[CH:5][C:4]=3[F:3])[CH2:22]2)[CH2:18]1)([CH3:27])([CH3:26])[CH3:25]. The catalyst class is: 10. (5) Reactant: C([N:8]1[CH:13]2[CH2:14][CH2:15][CH:9]1[CH2:10][C:11](=[O:16])[CH2:12]2)C1C=CC=CC=1.[C:25](O[C:25]([O:27][C:28]([CH3:31])([CH3:30])[CH3:29])=[O:26])([O:27][C:28]([CH3:31])([CH3:30])[CH3:29])=[O:26]. Product: [C:28]([O:27][C:25]([N:8]1[CH:13]2[CH2:14][CH2:15][CH:9]1[CH2:10][C:11](=[O:16])[CH2:12]2)=[O:26])([CH3:29])([CH3:30])[CH3:31]. The catalyst class is: 350. (6) Reactant: [Br:1][C:2]1[C:3]([F:9])=[C:4]([CH:6]=[CH:7][CH:8]=1)[NH2:5].N1C=CC=CC=1.[F:16][C:17]1[CH:22]=[CH:21][C:20]([F:23])=[CH:19][C:18]=1[S:24](Cl)(=[O:26])=[O:25]. Product: [Br:1][C:2]1[C:3]([F:9])=[C:4]([NH:5][S:24]([C:18]2[CH:19]=[C:20]([F:23])[CH:21]=[CH:22][C:17]=2[F:16])(=[O:26])=[O:25])[CH:6]=[CH:7][CH:8]=1. The catalyst class is: 2. (7) Reactant: [H-].[Na+].[F:3][C:4]([F:9])([F:8])[CH2:5][CH2:6][OH:7].F[C:11]1[C:20]([CH3:21])=[CH:19][C:14]([C:15]([O:17]C)=[O:16])=[CH:13][N:12]=1. Product: [CH3:21][C:20]1[C:11]([O:7][CH2:6][CH2:5][C:4]([F:9])([F:8])[F:3])=[N:12][CH:13]=[C:14]([CH:19]=1)[C:15]([OH:17])=[O:16]. The catalyst class is: 20. (8) Reactant: NN.[Cl:3][C:4]1[S:8][C:7]([C:9]([NH:11][C@@H:12]([CH2:25][C:26]2[CH:31]=[CH:30][CH:29]=[C:28]([F:32])[CH:27]=2)[CH2:13][N:14]2C(=O)C3C(=CC=CC=3)C2=O)=[O:10])=[CH:6][C:5]=1[C:33]1[N:37]([CH2:38][CH3:39])[N:36]=[CH:35][C:34]=1[Cl:40]. Product: [NH2:14][CH2:13][C@@H:12]([NH:11][C:9]([C:7]1[S:8][C:4]([Cl:3])=[C:5]([C:33]2[N:37]([CH2:38][CH3:39])[N:36]=[CH:35][C:34]=2[Cl:40])[CH:6]=1)=[O:10])[CH2:25][C:26]1[CH:31]=[CH:30][CH:29]=[C:28]([F:32])[CH:27]=1. The catalyst class is: 5. (9) Product: [C:8]([O:7][C:1]1[CH:6]=[CH:5][CH:4]=[CH:3][CH:2]=1)(=[O:11])[CH2:9][CH3:10]. The catalyst class is: 10. Reactant: [C:1]1([OH:7])[CH:6]=[CH:5][CH:4]=[CH:3][CH:2]=1.[C:8](Cl)(=[O:11])[CH2:9][CH3:10].FC(F)(F)S(O)(=O)=O.C(OCC)C.